Dataset: HIV replication inhibition screening data with 41,000+ compounds from the AIDS Antiviral Screen. Task: Binary Classification. Given a drug SMILES string, predict its activity (active/inactive) in a high-throughput screening assay against a specified biological target. (1) The compound is COc1cc2oc(-c3ccc4c(c3)OCO4)c(OC)c(=O)c2c(O)c1OC. The result is 0 (inactive). (2) The compound is COC1OC2C(O)CN3C(=O)C(OS(=O)(=O)c4ccc(C)cc4)C1C23. The result is 1 (active). (3) The molecule is CN(C(=O)C12C3C4C1C1C2C3C41C(=O)N(C)C(C)(C)C)C(C)(C)C. The result is 0 (inactive). (4) The result is 0 (inactive). The molecule is O=C1CSc2ccnc(=O)n21. (5) The molecule is CC(=O)OCC1OC(n2c(=O)[nH]c(=O)c3sccc32)C(Br)C1OC(C)=O. The result is 0 (inactive). (6) The drug is Cc1cn(C2CC3ONCC3O2)c(=O)[nH]c1=O. The result is 0 (inactive). (7) The molecule is COc1ccc2c(c1)C(=O)CC=C(C(=O)O)N2. The result is 0 (inactive). (8) The drug is N#CC(C(=O)C(=NNc1nc(=S)[nH]n1N)C(C#N)c1ccc(Cl)cc1)c1ccc(Cl)cc1. The result is 0 (inactive). (9) The compound is O=C(c1ccccc1)C1C(C(=O)c2ccccc2)N1Cc1ccccc1. The result is 0 (inactive). (10) The molecule is Nc1ncnc2c1ncn2C1OC(CSC(F)F)C(O)C1O. The result is 0 (inactive).